This data is from Reaction yield outcomes from USPTO patents with 853,638 reactions. The task is: Predict the reaction yield, written as a fraction of the theoretical maximum amount of product (1.0 means a 100% yield; for example, 0.34 means a 34% yield). The reactants are [NH2:1][C:2]1[C:11]2[C:6](=[C:7](Br)[CH:8]=[CH:9][CH:10]=2)[N:5]=[N:4][C:3]=1[C:13]([NH:15][CH:16]1[CH2:18][CH2:17]1)=[O:14].[F:19][C:20]1[CH:21]=[CH:22][C:23]([O:29][CH3:30])=[C:24](B(O)O)[CH:25]=1. No catalyst specified. The product is [NH2:1][C:2]1[C:11]2[C:6](=[C:7]([C:22]3[CH:21]=[C:20]([F:19])[CH:25]=[CH:24][C:23]=3[O:29][CH3:30])[CH:8]=[CH:9][CH:10]=2)[N:5]=[N:4][C:3]=1[C:13]([NH:15][CH:16]1[CH2:18][CH2:17]1)=[O:14]. The yield is 0.760.